Dataset: Full USPTO retrosynthesis dataset with 1.9M reactions from patents (1976-2016). Task: Predict the reactants needed to synthesize the given product. (1) Given the product [Cl:23][C:18]1[CH:17]=[C:16]([C:14]2[N:15]=[C:11]([C:9]3[CH:10]=[C:5]([C:3]([OH:4])=[O:2])[C:6]([C:24]4[CH:29]=[CH:28][C:27]([C:30](=[O:31])[NH:39][CH2:38][C:34]5[S:33][CH:37]=[CH:36][CH:35]=5)=[CH:26][CH:25]=4)=[CH:7][CH:8]=3)[S:12][CH:13]=2)[CH:21]=[CH:20][C:19]=1[Cl:22], predict the reactants needed to synthesize it. The reactants are: C[O:2][C:3]([C:5]1[C:6]([C:24]2[CH:29]=[CH:28][C:27]([C:30](O)=[O:31])=[CH:26][CH:25]=2)=[CH:7][CH:8]=[C:9]([C:11]2[S:12][CH:13]=[C:14]([C:16]3[CH:21]=[CH:20][C:19]([Cl:22])=[C:18]([Cl:23])[CH:17]=3)[N:15]=2)[CH:10]=1)=[O:4].[S:33]1[CH:37]=[CH:36][CH:35]=[C:34]1[CH2:38][NH2:39]. (2) Given the product [Br:1][C:2]1[CH:11]=[C:10]2[C:5]([C:6]([Cl:14])=[CH:7][C:8]([Cl:13])=[N:9]2)=[CH:4][C:3]=1[Cl:15], predict the reactants needed to synthesize it. The reactants are: [Br:1][C:2]1[CH:11]=[C:10]2[C:5]([C:6]([Cl:14])=[CH:7][C:8]([Cl:13])=[N+:9]2[O-])=[CH:4][C:3]=1[Cl:15]. (3) The reactants are: [N:1]([CH2:4][C@H:5]1[CH:14]=[CH:13][C:12]2[C:7](=[C:8]([C:15]3[C:20]([Cl:21])=[CH:19][CH:18]=[CH:17][C:16]=3[Cl:22])[CH:9]=[CH:10][CH:11]=2)[O:6]1)=[N+]=[N-].C1(P(C2C=CC=CC=2)C2C=CC=CC=2)C=CC=CC=1. Given the product [Cl:22][C:16]1[CH:17]=[CH:18][CH:19]=[C:20]([Cl:21])[C:15]=1[C:8]1[CH:9]=[CH:10][CH:11]=[C:12]2[C:7]=1[O:6][C@@H:5]([CH2:4][NH2:1])[CH:14]=[CH:13]2, predict the reactants needed to synthesize it. (4) Given the product [O:3]1[C:8]2=[CH:9][CH:10]=[CH:11][C:7]2=[CH:6][C:5]([CH:12]2[CH2:17][CH2:16][CH2:15][CH2:14][N:13]2[CH2:18][CH2:19][C@H:20]2[CH2:21][CH2:22][C@H:23]([NH:26][C:35]([CH:32]3[CH2:31][CH2:30][CH:29]([C:28]([F:27])([F:38])[F:39])[CH2:34][CH2:33]3)=[O:36])[CH2:24][CH2:25]2)=[CH:4]1, predict the reactants needed to synthesize it. The reactants are: Cl.Cl.[O:3]1[C:8]2=[CH:9][CH:10]=[CH:11][C:7]2=[CH:6][C:5]([CH:12]2[CH2:17][CH2:16][CH2:15][CH2:14][N:13]2[CH2:18][CH2:19][C@H:20]2[CH2:25][CH2:24][C@H:23]([NH2:26])[CH2:22][CH2:21]2)=[CH:4]1.[F:27][C:28]([F:39])([F:38])[CH:29]1[CH2:34][CH2:33][CH:32]([C:35](O)=[O:36])[CH2:31][CH2:30]1. (5) Given the product [Cl:1][C:2]1[C:3]([C:17]2[C:22]([Cl:23])=[CH:21][N:20]=[C:19]([NH2:26])[CH:18]=2)=[N:4][C:5]([NH:8][C@@H:9]([CH:11]2[CH2:16][CH2:15][O:14][CH2:13][CH2:12]2)[CH3:10])=[CH:6][CH:7]=1, predict the reactants needed to synthesize it. The reactants are: [Cl:1][C:2]1[C:3]([C:17]2[C:22]([Cl:23])=[CH:21][N:20]=[C:19](F)[CH:18]=2)=[N:4][C:5]([NH:8][C@@H:9]([CH:11]2[CH2:16][CH2:15][O:14][CH2:13][CH2:12]2)[CH3:10])=[CH:6][CH:7]=1.[OH-].[NH4+:26]. (6) Given the product [CH3:2][C:1]1([CH3:3])[O:20][N:19]=[C:12]([C:13]2[CH:18]=[CH:17][CH:16]=[CH:15][CH:14]=2)[N:4]1[NH2:5], predict the reactants needed to synthesize it. The reactants are: [C:1](=[N:4][NH2:5])([CH3:3])[CH3:2].C([O-])([O-])=O.[K+].[K+].[C:12](Cl)(=[N:19][OH:20])[C:13]1[CH:18]=[CH:17][CH:16]=[CH:15][CH:14]=1.C(OCC)(=O)C. (7) Given the product [F:1][C:2]1[CH:7]=[CH:6][C:5]([C:8]2[C:17]([N:18]3[CH2:23][CH2:22][N:21]([S:36]([CH3:35])(=[O:38])=[O:37])[CH2:20][CH2:19]3)=[N:16][C:15]3[C:10](=[CH:11][CH:12]=[C:13]([C:24]([O:26][CH3:27])=[O:25])[CH:14]=3)[N:9]=2)=[CH:4][CH:3]=1, predict the reactants needed to synthesize it. The reactants are: [F:1][C:2]1[CH:7]=[CH:6][C:5]([C:8]2[C:17]([N:18]3[CH2:23][CH2:22][NH:21][CH2:20][CH2:19]3)=[N:16][C:15]3[C:10](=[CH:11][CH:12]=[C:13]([C:24]([O:26][CH3:27])=[O:25])[CH:14]=3)[N:9]=2)=[CH:4][CH:3]=1.CCN(CC)CC.[CH3:35][S:36](Cl)(=[O:38])=[O:37]. (8) Given the product [Si:18]([O:12][C:4]1[CH:5]=[C:6]([N+:9]([O-:11])=[O:10])[CH:7]=[CH:8][C:3]=1[O:2][CH3:1])([C:21]([CH3:24])([CH3:23])[CH3:22])([CH3:20])[CH3:19], predict the reactants needed to synthesize it. The reactants are: [CH3:1][O:2][C:3]1[CH:8]=[CH:7][C:6]([N+:9]([O-:11])=[O:10])=[CH:5][C:4]=1[OH:12].N1C=CN=C1.[Si:18](Cl)([C:21]([CH3:24])([CH3:23])[CH3:22])([CH3:20])[CH3:19]. (9) Given the product [CH2:1]=[C:2]([CH2:8][C:9]1[CH:14]=[CH:13][CH:12]=[CH:11][CH:10]=1)[C:3]([OH:5])=[O:4], predict the reactants needed to synthesize it. The reactants are: [CH2:1]=[C:2]([CH2:8][C:9]1[CH:14]=[CH:13][CH:12]=[CH:11][CH:10]=1)[C:3]([O:5]CC)=[O:4].[OH-].[K+].